Task: Predict the product of the given reaction.. Dataset: Forward reaction prediction with 1.9M reactions from USPTO patents (1976-2016) (1) Given the reactants C([Li])CCC.[S:6]1[CH:10]=[CH:9][N:8]=[CH:7]1.[C:11]([O:15][C:16]([N:18]1[CH2:22][CH2:21][C:20](=[O:23])[CH2:19]1)=[O:17])([CH3:14])([CH3:13])[CH3:12], predict the reaction product. The product is: [C:11]([O:15][C:16]([N:18]1[CH2:22][CH2:21][C:20]([OH:23])([C:7]2[S:6][CH:10]=[CH:9][N:8]=2)[CH2:19]1)=[O:17])([CH3:14])([CH3:12])[CH3:13]. (2) Given the reactants C(=O)([O-])[O-].[K+].[K+].[CH:7]12[O:15][CH:11]([CH2:12][NH:13][CH2:14]1)[CH2:10][N:9]([CH2:16][CH2:17][NH:18][C:19](=[O:25])[O:20][C:21]([CH3:24])([CH3:23])[CH3:22])[CH2:8]2.Br[CH2:27][C:28]1[CH:35]=[CH:34][C:31]([C:32]#[N:33])=[CH:30][CH:29]=1.C(O)(=O)C.C(O)=O, predict the reaction product. The product is: [C:32]([C:31]1[CH:34]=[CH:35][C:28]([CH2:27][N:13]2[CH2:12][CH:11]3[O:15][CH:7]([CH2:8][N:9]([CH2:16][CH2:17][NH:18][C:19](=[O:25])[O:20][C:21]([CH3:22])([CH3:24])[CH3:23])[CH2:10]3)[CH2:14]2)=[CH:29][CH:30]=1)#[N:33].